Predict the reaction yield, written as a fraction of the theoretical maximum amount of product (1.0 means a 100% yield; for example, 0.34 means a 34% yield). From a dataset of Reaction yield outcomes from USPTO patents with 853,638 reactions. (1) The reactants are [C:1]([N:5]1[CH:9]=[C:8]([NH:10][C:11]([NH:13][C:14]2[CH:19]=[CH:18][C:17]([CH3:20])=[C:16]([C:21]3[C:32](=[O:33])[N:31]([CH3:34])[C:24]4[N:25]=[C:26](SC)[N:27]=[CH:28][C:23]=4[CH:22]=3)[CH:15]=2)=[O:12])[CH:7]=[N:6]1)([CH3:4])([CH3:3])[CH3:2].[CH3:35][NH2:36]. The catalyst is C1COCC1. The product is [C:1]([N:5]1[CH:9]=[C:8]([NH:10][C:11]([NH:13][C:14]2[CH:19]=[CH:18][C:17]([CH3:20])=[C:16]([C:21]3[C:32](=[O:33])[N:31]([CH3:34])[C:24]4[N:25]=[C:26]([NH:36][CH3:35])[N:27]=[CH:28][C:23]=4[CH:22]=3)[CH:15]=2)=[O:12])[CH:7]=[N:6]1)([CH3:4])([CH3:3])[CH3:2]. The yield is 0.800. (2) The reactants are [C:1]([O:5][C:6](=[O:24])[C@@H:7]([NH:18][C:19](=[O:23])[C@@H:20]([NH2:22])[CH3:21])[CH2:8][C:9]1[C:17]2[C:12](=[CH:13][CH:14]=[CH:15][CH:16]=2)[NH:11][CH:10]=1)([CH3:4])([CH3:3])[CH3:2].C(N(CC)C(C)C)(C)C.[CH2:34]1[C:42]2[C:37](=[CH:38][CH:39]=[CH:40][CH:41]=2)[CH2:36][CH:35]1[C:43](O)=[O:44].CN(C(ON1N=NC2C=CC=NC1=2)=[N+](C)C)C.F[P-](F)(F)(F)(F)F. The catalyst is CN(C=O)C. The product is [C:1]([O:5][C:6](=[O:24])[C@@H:7]([NH:18][C:19](=[O:23])[C@@H:20]([NH:22][C:43]([CH:35]1[CH2:36][C:37]2[C:42](=[CH:41][CH:40]=[CH:39][CH:38]=2)[CH2:34]1)=[O:44])[CH3:21])[CH2:8][C:9]1[C:17]2[C:12](=[CH:13][CH:14]=[CH:15][CH:16]=2)[NH:11][CH:10]=1)([CH3:2])([CH3:3])[CH3:4]. The yield is 0.900. (3) The reactants are [OH:1][C:2]1[CH:15]=[CH:14][C:5]2[C@H:6]([CH2:9][C:10]([O:12][CH3:13])=[O:11])[CH2:7][O:8][C:4]=2[CH:3]=1.[CH2:16]([C:18]1[CH:23]=[C:22]([O:24][CH2:25][CH2:26][CH2:27][S:28]([CH3:31])(=[O:30])=[O:29])[CH:21]=[C:20]([CH2:32][CH3:33])[C:19]=1[C:34]1[CH:39]=[CH:38][CH:37]=[C:36]([CH2:40]O)[CH:35]=1)[CH3:17].C(P(CCCC)CCCC)CCC.N(C(N1CCCCC1)=O)=NC(N1CCCCC1)=O. The catalyst is C1(C)C=CC=CC=1.CCCCCC. The product is [CH3:13][O:12][C:10](=[O:11])[CH2:9][C@H:6]1[C:5]2[CH:14]=[CH:15][C:2]([O:1][CH2:40][C:36]3[CH:35]=[C:34]([C:19]4[C:18]([CH2:16][CH3:17])=[CH:23][C:22]([O:24][CH2:25][CH2:26][CH2:27][S:28]([CH3:31])(=[O:29])=[O:30])=[CH:21][C:20]=4[CH2:32][CH3:33])[CH:39]=[CH:38][CH:37]=3)=[CH:3][C:4]=2[O:8][CH2:7]1. The yield is 0.930. (4) The reactants are N[C:2]1[CH:11]=[CH:10][C:9]2[C:4](=[CH:5][C:6]([Br:12])=[CH:7][CH:8]=2)[CH:3]=1.Cl.N([O-])=O.[Na+].[F:18][B-](F)(F)F.[Na+]. The catalyst is C(OC)(C)(C)C.C(OCC)C. The product is [Br:12][C:6]1[CH:5]=[C:4]2[C:9]([CH:10]=[CH:11][CH:2]=[C:3]2[F:18])=[CH:8][CH:7]=1. The yield is 0.850. (5) The reactants are [CH:1](=[O:19])[CH2:2][CH2:3][CH2:4][CH2:5][CH2:6][CH2:7][CH2:8][CH2:9][CH2:10][CH2:11][CH2:12][CH2:13][CH2:14][CH2:15][CH2:16][CH2:17][CH3:18].[N+:20]([CH3:23])([O-:22])=[O:21]. The catalyst is CCOCC. The product is [N+:20]([CH2:23][CH:1]([OH:19])[CH2:2][CH2:3][CH2:4][CH2:5][CH2:6][CH2:7][CH2:8][CH2:9][CH2:10][CH2:11][CH2:12][CH2:13][CH2:14][CH2:15][CH2:16][CH2:17][CH3:18])([O-:22])=[O:21]. The yield is 0.890.